From a dataset of Peptide-MHC class II binding affinity with 134,281 pairs from IEDB. Regression. Given a peptide amino acid sequence and an MHC pseudo amino acid sequence, predict their binding affinity value. This is MHC class II binding data. (1) The peptide sequence is TFTVEKGSNEKHLAV. The MHC is HLA-DQA10301-DQB10302 with pseudo-sequence HLA-DQA10301-DQB10302. The binding affinity (normalized) is 0.0602. (2) The MHC is DRB3_0202 with pseudo-sequence DRB3_0202. The peptide sequence is IHLVIHRIRTLIGQE. The binding affinity (normalized) is 0.666. (3) The peptide sequence is RIKSQDASFKESFAI. The MHC is DRB1_0101 with pseudo-sequence DRB1_0101. The binding affinity (normalized) is 0.556. (4) The peptide sequence is DKRLAAYLMLMRSPS. The MHC is DRB1_1501 with pseudo-sequence DRB1_1501. The binding affinity (normalized) is 1.00. (5) The peptide sequence is IIELFTAKGFTVQEM. The MHC is HLA-DQA10101-DQB10501 with pseudo-sequence HLA-DQA10101-DQB10501. The binding affinity (normalized) is 0.642. (6) The peptide sequence is SQTTANPSCPEGT. The MHC is DRB5_0101 with pseudo-sequence DRB5_0101. The binding affinity (normalized) is 0. (7) The peptide sequence is KDDIFYYVYGLLHDP. The MHC is HLA-DPA10301-DPB10402 with pseudo-sequence HLA-DPA10301-DPB10402. The binding affinity (normalized) is 0.248.